From a dataset of Full USPTO retrosynthesis dataset with 1.9M reactions from patents (1976-2016). Predict the reactants needed to synthesize the given product. (1) The reactants are: [CH:1]1([CH2:4][C:5]([F:12])([F:11])[C:6](OCC)=[O:7])[CH2:3][CH2:2]1.[BH4-].[Na+]. Given the product [CH:1]1([CH2:4][C:5]([F:12])([F:11])[CH2:6][OH:7])[CH2:3][CH2:2]1, predict the reactants needed to synthesize it. (2) Given the product [CH3:18][O:16][N:15]([CH3:14])[C:3]([C:5]1[CH:10]=[CH:9][N:8]2[CH:11]=[CH:12][N:13]=[C:7]2[CH:6]=1)=[O:4], predict the reactants needed to synthesize it. The reactants are: CO[C:3]([C:5]1[CH:10]=[CH:9][N:8]2[CH:11]=[CH:12][N:13]=[C:7]2[CH:6]=1)=[O:4].[CH3:14][N:15](C)[OH:16].[CH3:18][Al](C)C.CCCCCC.